Dataset: Reaction yield outcomes from USPTO patents with 853,638 reactions. Task: Predict the reaction yield, written as a fraction of the theoretical maximum amount of product (1.0 means a 100% yield; for example, 0.34 means a 34% yield). (1) The reactants are [Cl:1][C:2]1[N:7]=[CH:6][C:5]([S:8](Cl)(=[O:10])=[O:9])=[CH:4][CH:3]=1.[O:12]=[S:13]1(=[O:20])[CH2:18][CH2:17][CH:16]([NH2:19])[CH2:15][CH2:14]1. The catalyst is C(Cl)Cl. The product is [Cl:1][C:2]1[N:7]=[CH:6][C:5]([S:8]([NH:19][CH:16]2[CH2:17][CH2:18][S:13](=[O:20])(=[O:12])[CH2:14][CH2:15]2)(=[O:10])=[O:9])=[CH:4][CH:3]=1. The yield is 0.920. (2) The reactants are [OH-].[K+].[CH2:3]([O:5][C:6](=[O:27])[C:7]([CH2:16][C:17]1[C:25]2[C:20](=[C:21]([Cl:26])[CH:22]=[CH:23][CH:24]=2)[NH:19][CH:18]=1)([NH:13][CH:14]=[O:15])[C:8]([O:10][CH2:11][CH3:12])=[O:9])[CH3:4].[CH3:28]I. The catalyst is CS(C)=O. The product is [CH2:11]([O:10][C:8](=[O:9])[C:7]([CH2:16][C:17]1[C:25]2[C:20](=[C:21]([Cl:26])[CH:22]=[CH:23][CH:24]=2)[N:19]([CH3:28])[CH:18]=1)([NH:13][CH:14]=[O:15])[C:6]([O:5][CH2:3][CH3:4])=[O:27])[CH3:12]. The yield is 0.770. (3) The reactants are [C:1]1([C@H:7]([O:9][C:10](=[O:25])[NH:11][C:12]2[N:13]([CH3:24])[N:14]=[N:15][C:16]=2[C:17]2[CH:22]=[CH:21][C:20](Br)=[CH:19][CH:18]=2)[CH3:8])[CH:6]=[CH:5][CH:4]=[CH:3][CH:2]=1.CC1(C)C(C)(C)OB([C:34]2[CH:39]=[CH:38][C:37]([C:40]3([C:43]([NH:45][S:46]([CH3:49])(=[O:48])=[O:47])=[O:44])[CH2:42][CH2:41]3)=[CH:36][CH:35]=2)O1.CN(C=O)C.C([O-])([O-])=O.[Na+].[Na+]. The catalyst is C(Cl)Cl.C1C=CC(P(C2C=CC=CC=2)[C-]2C=CC=C2)=CC=1.C1C=CC(P(C2C=CC=CC=2)[C-]2C=CC=C2)=CC=1.[Fe+2]. The product is [C:1]1([C@H:7]([O:9][C:10](=[O:25])[NH:11][C:12]2[N:13]([CH3:24])[N:14]=[N:15][C:16]=2[C:17]2[CH:22]=[CH:21][C:20]([C:34]3[CH:35]=[CH:36][C:37]([C:40]4([C:43]([NH:45][S:46]([CH3:49])(=[O:48])=[O:47])=[O:44])[CH2:42][CH2:41]4)=[CH:38][CH:39]=3)=[CH:19][CH:18]=2)[CH3:8])[CH:6]=[CH:5][CH:4]=[CH:3][CH:2]=1. The yield is 0.640. (4) The reactants are COC1C=CC(C[N:8](CC2C=CC(OC)=CC=2)[C:9]2[N:14]=[C:13]([CH3:15])[N:12]=[C:11]([C:16]3[C:17]([NH:30][C:31]4[CH:32]=[CH:33][C:34]5[S:38][CH:37]=[N:36][C:35]=5[CH:39]=4)=[N:18][CH:19]=[C:20]([CH:22]([N:24]4[CH2:29][CH2:28][NH:27][CH2:26][CH2:25]4)[CH3:23])[CH:21]=3)[N:10]=2)=CC=1.C(N(CC)CC)C.[CH3:58][S:59](Cl)(=[O:61])=[O:60].FC(F)(F)C(O)=O.FC(F)(F)S(O)(=O)=O. The catalyst is ClCCl. The product is [NH2:8][C:9]1[N:14]=[C:13]([CH3:15])[N:12]=[C:11]([C:16]2[C:17]([NH:30][C:31]3[CH:32]=[CH:33][C:34]4[S:38][CH:37]=[N:36][C:35]=4[CH:39]=3)=[N:18][CH:19]=[C:20]([CH:22]([N:24]3[CH2:29][CH2:28][N:27]([S:59]([CH3:58])(=[O:61])=[O:60])[CH2:26][CH2:25]3)[CH3:23])[CH:21]=2)[N:10]=1. The yield is 0.177. (5) The reactants are [CH2:1]([S:3]([N:6]1[CH2:11][CH2:10][CH:9]([C:12]2[C:20]3[C:15](=[C:16]([C:29]([NH2:31])=[O:30])[CH:17]=[C:18]([C:21]4[CH:26]=[CH:25][CH:24]=[C:23]([CH:27]=O)[CH:22]=4)[CH:19]=3)[NH:14][CH:13]=2)[CH2:8][CH2:7]1)(=[O:5])=[O:4])[CH3:2].[CH3:32][NH:33][CH3:34].C1COCC1.C(O[BH-](OC(=O)C)OC(=O)C)(=O)C.[Na+]. The catalyst is CS(C)=O. The product is [CH3:32][N:33]([CH2:27][C:23]1[CH:22]=[C:21]([C:18]2[CH:19]=[C:20]3[C:15](=[C:16]([C:29]([NH2:31])=[O:30])[CH:17]=2)[NH:14][CH:13]=[C:12]3[CH:9]2[CH2:10][CH2:11][N:6]([S:3]([CH2:1][CH3:2])(=[O:4])=[O:5])[CH2:7][CH2:8]2)[CH:26]=[CH:25][CH:24]=1)[CH3:34]. The yield is 0.192. (6) The reactants are [CH2:1]([CH:8]([NH:32][C:33]([C:35]1[CH:44]=[N:43]C2C(=CC=CC=2)[N:36]=1)=[O:34])[CH:9]([O:24][Si:25]([C:28]([CH3:31])([CH3:30])[CH3:29])([CH3:27])[CH3:26])[CH2:10][CH:11]([C:18](=O)[NH:19][CH2:20][CH:21]=[O:22])[CH2:12][CH2:13][C:14]([F:17])([CH3:16])[CH3:15])[C:2]1[CH:7]=[CH:6][CH:5]=[CH:4][CH:3]=1.[C:58]1(P([C:58]2[CH:63]=[CH:62][CH:61]=[CH:60][CH:59]=2)[C:58]2[CH:63]=[CH:62][CH:61]=[CH:60][CH:59]=2)[CH:63]=[CH:62][CH:61]=[CH:60][CH:59]=1.ClC(Cl)(Cl)C(Cl)(Cl)Cl.C(N(CC)CC)C. The catalyst is C(Cl)Cl. The product is [CH2:1]([CH:8]([NH:32][C:33]([C:35]1[CH:44]=[N:43][C:59]2[C:58](=[CH:63][CH:62]=[CH:61][CH:60]=2)[N:36]=1)=[O:34])[CH:9]([O:24][Si:25]([C:28]([CH3:29])([CH3:31])[CH3:30])([CH3:26])[CH3:27])[CH2:10][CH:11]([C:18]1[O:22][CH:21]=[CH:20][N:19]=1)[CH2:12][CH2:13][C:14]([F:17])([CH3:16])[CH3:15])[C:2]1[CH:3]=[CH:4][CH:5]=[CH:6][CH:7]=1. The yield is 0.620. (7) The reactants are [F:1][C:2]1[CH:10]=[C:9]2[C:5]([CH:6]=[CH:7][NH:8]2)=[CH:4][C:3]=1[CH2:11][NH2:12].[CH3:13][C:14]([O:17][C:18](O[C:18]([O:17][C:14]([CH3:16])([CH3:15])[CH3:13])=[O:19])=[O:19])([CH3:16])[CH3:15]. The catalyst is C(Cl)Cl. The product is [F:1][C:2]1[CH:10]=[C:9]2[C:5]([CH:6]=[CH:7][NH:8]2)=[CH:4][C:3]=1[CH2:11][NH:12][C:18](=[O:19])[O:17][C:14]([CH3:16])([CH3:15])[CH3:13]. The yield is 0.900.